Dataset: Forward reaction prediction with 1.9M reactions from USPTO patents (1976-2016). Task: Predict the product of the given reaction. (1) Given the reactants [Cl:1][C:2]1[CH:7]=[CH:6][C:5]([OH:8])=[CH:4][C:3]=1[OH:9].C(=O)([O-])[O-].[K+].[K+].[CH2:16](Br)[O:17][CH3:18], predict the reaction product. The product is: [Cl:1][C:2]1[CH:7]=[CH:6][C:5]([OH:8])=[CH:4][C:3]=1[O:9][CH2:16][O:17][CH3:18]. (2) Given the reactants [H-].[Al+3].[Li+].[H-].[H-].[H-].[CH3:7][O:8][C:9]1[CH:14]=[CH:13][CH:12]=[CH:11][C:10]=1[P:15]([C:17]1[CH:22]=[CH:21][CH:20]=[CH:19][CH:18]=1)Cl, predict the reaction product. The product is: [CH3:7][O:8][C:9]1[CH:14]=[CH:13][CH:12]=[CH:11][C:10]=1[PH:15][C:17]1[CH:22]=[CH:21][CH:20]=[CH:19][CH:18]=1. (3) Given the reactants [NH2:1][C:2]1[CH:10]=[CH:9][C:5]2[NH:6][CH:7]=[N:8][C:4]=2[CH:3]=1.[N:11]([C:14]1[CH:19]=[CH:18][C:17]([Br:20])=[CH:16][CH:15]=1)=[C:12]=[S:13], predict the reaction product. The product is: [NH:6]1[C:5]2[CH:9]=[CH:10][C:2]([NH:1][C:12]([NH:11][C:14]3[CH:19]=[CH:18][C:17]([Br:20])=[CH:16][CH:15]=3)=[S:13])=[CH:3][C:4]=2[N:8]=[CH:7]1. (4) Given the reactants [Br:1][C:2]1[CH:7]=[CH:6][C:5]([C:8]2[N:12]([CH2:13][C@@H:14]3[CH2:18][CH2:17][N:16](C(OC(C)(C)C)=O)[CH2:15]3)[C:11]3[CH:26]=[CH:27][CH:28]=[CH:29][C:10]=3[N:9]=2)=[CH:4][CH:3]=1.[ClH:30].[OH-].[K+], predict the reaction product. The product is: [ClH:30].[Br:1][C:2]1[CH:7]=[CH:6][C:5]([C:8]2[N:12]([CH2:13][C@@H:14]3[CH2:18][CH2:17][NH:16][CH2:15]3)[C:11]3[CH:26]=[CH:27][CH:28]=[CH:29][C:10]=3[N:9]=2)=[CH:4][CH:3]=1.